Dataset: Reaction yield outcomes from USPTO patents with 853,638 reactions. Task: Predict the reaction yield, written as a fraction of the theoretical maximum amount of product (1.0 means a 100% yield; for example, 0.34 means a 34% yield). (1) The reactants are C([O:5][C:6]([N:8]1[CH2:14][CH2:13][CH2:12][C@H:11]([O:15][C:16]2[CH:21]=[C:20]([F:22])[CH:19]=[CH:18][C:17]=2[C:23]([N:25]2[CH2:39][C:28]3=[C:29]4[N:34]([N:35]=[C:27]3[CH2:26]2)[C:33]([CH3:36])=[C:32]([Cl:37])[C:31]([CH3:38])=[N:30]4)=[O:24])[CH2:10][CH2:9]1)=[O:7])(C)(C)C.Cl. The catalyst is O1CCOCC1.[OH-].[Na+]. The product is [CH:6]([OH:7])=[O:5].[NH:8]1[CH2:14][CH2:13][CH2:12][C@H:11]([O:15][C:16]2[CH:21]=[C:20]([F:22])[CH:19]=[CH:18][C:17]=2[C:23]([N:25]2[CH2:39][C:28]3=[C:29]4[N:34]([N:35]=[C:27]3[CH2:26]2)[C:33]([CH3:36])=[C:32]([Cl:37])[C:31]([CH3:38])=[N:30]4)=[O:24])[CH2:10][CH2:9]1. The yield is 0.0700. (2) The product is [N+:10]([C:8]1[CH:7]=[CH:6][C:5]2[O:1][CH2:2][CH2:3][C:4]=2[CH:9]=1)([O-:12])=[O:11]. The yield is 0.290. The catalyst is C(O)(=O)C.ClCCl. The reactants are [O:1]1[C:5]2[CH:6]=[CH:7][CH:8]=[CH:9][C:4]=2[CH2:3][CH2:2]1.[N+:10]([O-])([OH:12])=[O:11]. (3) The reactants are Br[C:2]1[CH:31]=[CH:30][C:5]2[N:6]([C:9]3[S:13][C:12]([C:14]([NH2:16])=[O:15])=[C:11]([O:17][CH:18]([C:20]4[CH:25]=[CH:24][CH:23]=[CH:22][C:21]=4[C:26]([F:29])([F:28])[F:27])[CH3:19])[CH:10]=3)[CH:7]=[N:8][C:4]=2[CH:3]=1.[N:32]1[CH:37]=[CH:36][C:35](B(O)O)=[CH:34][C:33]=1[CH3:41]. No catalyst specified. The product is [CH3:41][C:33]1[CH:34]=[C:35]([C:2]2[CH:31]=[CH:30][C:5]3[N:6]([C:9]4[S:13][C:12]([C:14]([NH2:16])=[O:15])=[C:11]([O:17][C@@H:18]([C:20]5[CH:25]=[CH:24][CH:23]=[CH:22][C:21]=5[C:26]([F:27])([F:29])[F:28])[CH3:19])[CH:10]=4)[CH:7]=[N:8][C:4]=3[CH:3]=2)[CH:36]=[CH:37][N:32]=1. The yield is 0.820. (4) The reactants are F[C:2]1[CH:3]=[C:4]([CH:6]=[CH:7][C:8]=1F)[NH2:5].[ClH:10].Cl[C:12](Cl)(Cl)[CH:13]([OH:15])O.S([O-])([O-])(=O)=O.[Na+].[Na+].[ClH:25].[NH2:26][OH:27]. The catalyst is O. The product is [Cl:10][C:2]1[CH:3]=[C:4]([NH:5][C:13](=[O:15])[CH:12]=[N:26][OH:27])[CH:6]=[CH:7][C:8]=1[Cl:25]. The yield is 0.910. (5) The product is [CH:3]1([C:9]2[C:10]3[CH:11]=[CH:12][C:13]([C:32]([O:34][CH3:35])=[O:33])=[CH:14][C:15]=3[N:16]3[CH2:22][C:21]([C:24]([OH:26])=[O:25])([F:23])[CH2:20][C:19]4[CH:28]=[CH:29][CH:30]=[CH:31][C:18]=4[C:17]=23)[CH2:4][CH2:5][CH2:6][CH2:7][CH2:8]1. The reactants are [OH-].[Na+].[CH:3]1([C:9]2[C:10]3[CH:11]=[CH:12][C:13]([C:32]([O:34][CH3:35])=[O:33])=[CH:14][C:15]=3[N:16]3[CH2:22][C:21]([C:24]([O:26]C)=[O:25])([F:23])[CH2:20][C:19]4[CH:28]=[CH:29][CH:30]=[CH:31][C:18]=4[C:17]=23)[CH2:8][CH2:7][CH2:6][CH2:5][CH2:4]1.Cl. The yield is 0.850. The catalyst is CO.O1CCCC1.